Dataset: Choline transporter screen with 302,306 compounds. Task: Binary Classification. Given a drug SMILES string, predict its activity (active/inactive) in a high-throughput screening assay against a specified biological target. (1) The molecule is O1c2c(OC1)ccc(NC(=O)c1c3n(nc1)cccn3)c2. The result is 0 (inactive). (2) The drug is S(CC(=O)N1CCc2c(C1)cccc2)c1[nH]c(cc(=O)n1)C. The result is 0 (inactive).